The task is: Predict the reactants needed to synthesize the given product.. This data is from Retrosynthesis with 50K atom-mapped reactions and 10 reaction types from USPTO. (1) Given the product COC(=O)c1ccc(S(=O)(=O)N(Cc2ccc(C(F)(F)F)cc2)c2ncc(C(F)(F)F)cc2Cl)cc1, predict the reactants needed to synthesize it. The reactants are: COC(=O)c1ccc(S(=O)(=O)Nc2ncc(C(F)(F)F)cc2Cl)cc1.FC(F)(F)c1ccc(CBr)cc1. (2) Given the product CCOC(=O)c1c(NC(C)=O)sc2c(OCCN(CC)CC)c(-c3cc(CN=[N+]=[N-])cc(N=[N+]=[N-])c3)ccc12, predict the reactants needed to synthesize it. The reactants are: CCOC(=O)c1c(NC(C)=O)sc2c(OCCN(CC)CC)c(Br)ccc12.[N-]=[N+]=NCc1cc(N=[N+]=[N-])cc(B(O)O)c1. (3) Given the product OCCOC1COC2C(Nc3nc(Cl)ncc3Cl)COC12, predict the reactants needed to synthesize it. The reactants are: Clc1ncc(Cl)c(Cl)n1.NC1COC2C(OCCO)COC12. (4) Given the product CN1CCC(C(=O)Nc2cccc(-c3nc(-c4cccc(CO)c4)cc(N4CCOCC4)n3)c2)CC1, predict the reactants needed to synthesize it. The reactants are: CN1CCC(C(=O)O)CC1.Nc1cccc(-c2nc(-c3cccc(CO)c3)cc(N3CCOCC3)n2)c1. (5) Given the product CCOC(=O)CCc1ccc(OCc2ccc(-c3ccc(C(F)(F)F)cc3)nc2C)c2ccccc12, predict the reactants needed to synthesize it. The reactants are: CCOC(=O)CCc1ccc(O)c2ccccc12.Cc1nc(-c2ccc(C(F)(F)F)cc2)ccc1CCl. (6) Given the product O=C(C1CCCC1)N1CCC2(CCN(C(=O)N3CCC[C@H](NC(=O)C45CC6CC(C4)C(O)C(C6)C5)C3)CC2)C1, predict the reactants needed to synthesize it. The reactants are: O=C(Cl)C1CCCC1.O=C(N1CCC2(CCNC2)CC1)N1CCC[C@H](NC(=O)C23CC4CC(C2)C(O)C(C4)C3)C1. (7) The reactants are: COC(=O)c1ccc2c(c1)CN(C(=O)OC(C)(C)C)CC2. Given the product CC(C)(C)OC(=O)N1CCc2ccc(C(=O)O)cc2C1, predict the reactants needed to synthesize it. (8) The reactants are: C[C@H](NC(=O)OC(C)(C)C)C(=O)N1CCC(CCn2c(Br)nc3c(N)ncnc32)CC1.Sc1nc2cccc(Cl)c2s1. Given the product C[C@H](NC(=O)OC(C)(C)C)C(=O)N1CCC(CCn2c(Sc3nc4cccc(Cl)c4s3)nc3c(N)ncnc32)CC1, predict the reactants needed to synthesize it. (9) Given the product COC(=O)c1ccccc1N1CCCC(C(=O)OCc2ccccc2)C1, predict the reactants needed to synthesize it. The reactants are: COC(=O)c1ccccc1F.O=C(OCc1ccccc1)C1CCCNC1.